From a dataset of Reaction yield outcomes from USPTO patents with 853,638 reactions. Predict the reaction yield, written as a fraction of the theoretical maximum amount of product (1.0 means a 100% yield; for example, 0.34 means a 34% yield). (1) The reactants are [OH:1][C@@H:2]([C:7]1[C:8]([I:18])=[C:9]2[CH:16]=[CH:15][N:14]([CH3:17])[C:10]2=[N:11][C:12]=1[CH3:13])[C:3]([O:5][CH3:6])=[O:4].C(O[C:23]([CH3:26])([CH3:25])[CH3:24])(=O)C.C([O-])([O-])=O.[Na+].[Na+]. No catalyst specified. The product is [C:23]([O:1][C@@H:2]([C:7]1[C:8]([I:18])=[C:9]2[CH:16]=[CH:15][N:14]([CH3:17])[C:10]2=[N:11][C:12]=1[CH3:13])[C:3]([O:5][CH3:6])=[O:4])([CH3:26])([CH3:25])[CH3:24]. The yield is 0.710. (2) The reactants are CS(C)=O.[CH2:5]([O:7][C:8]([N:10]1[CH2:15][CH2:14][CH:13]([NH:16][S:17]([C:20]2[C:29]3[C:24](=[CH:25][CH:26]=[CH:27][CH:28]=3)[C:23]([CH:30]([OH:32])[CH3:31])=[CH:22][CH:21]=2)(=[O:19])=[O:18])[CH2:12][CH2:11]1)=[O:9])[CH3:6].C(N(CC)CC)C. The catalyst is C(Cl)Cl. The product is [CH2:5]([O:7][C:8]([N:10]1[CH2:15][CH2:14][CH:13]([NH:16][S:17]([C:20]2[C:29]3[C:24](=[CH:25][CH:26]=[CH:27][CH:28]=3)[C:23]([C:30](=[O:32])[CH3:31])=[CH:22][CH:21]=2)(=[O:18])=[O:19])[CH2:12][CH2:11]1)=[O:9])[CH3:6]. The yield is 0.250. (3) The reactants are [Cl:1][C:2]1[N:7]=[CH:6][C:5]([C:8]2[S:9][C:10]([C:14]([O:16]CC)=O)=[C:11]([CH3:13])[N:12]=2)=[CH:4][CH:3]=1.[NH:19]1[CH2:24][CH2:23][O:22][CH2:21][CH2:20]1.C(N(CC)CC)C.Cl.CN(C)CCCN=C=NCC.ON1C2C=CC=CC=2N=N1. The catalyst is ClCCl. The product is [Cl:1][C:2]1[N:7]=[CH:6][C:5]([C:8]2[S:9][C:10]([C:14]([N:19]3[CH2:24][CH2:23][O:22][CH2:21][CH2:20]3)=[O:16])=[C:11]([CH3:13])[N:12]=2)=[CH:4][CH:3]=1. The yield is 0.900. (4) The reactants are [C:1]([O:4][CH2:5][C:6]1[CH:7]=[CH:8][C:9]2[N:10]=[C:11]([Cl:17])[N:12]=[C:13](Cl)[C:14]=2[N:15]=1)(=[O:3])[CH3:2].[NH:18]1[CH2:23][CH2:22][O:21][CH2:20][CH2:19]1. The catalyst is C(O)C. The product is [C:1]([O:4][CH2:5][C:6]1[CH:7]=[CH:8][C:9]2[N:10]=[C:11]([Cl:17])[N:12]=[C:13]([N:18]3[CH2:23][CH2:22][O:21][CH2:20][CH2:19]3)[C:14]=2[N:15]=1)(=[O:3])[CH3:2]. The yield is 0.960. (5) The reactants are C(OC([N:8]1[CH2:13][CH2:12][O:11][C@@H:10]([C:14]2[CH:19]=[CH:18][C:17]([NH:20][C:21]3[N:26]=[CH:25][C:24]([C:27]([F:30])([F:29])[F:28])=[CH:23][N:22]=3)=[CH:16][CH:15]=2)[CH2:9]1)=O)(C)(C)C.Cl.[OH-].[Na+]. The catalyst is C1COCC1.O1CCOCC1. The product is [NH:8]1[CH2:13][CH2:12][O:11][C@@H:10]([C:14]2[CH:19]=[CH:18][C:17]([NH:20][C:21]3[N:22]=[CH:23][C:24]([C:27]([F:30])([F:28])[F:29])=[CH:25][N:26]=3)=[CH:16][CH:15]=2)[CH2:9]1. The yield is 0.620. (6) The reactants are [Br:1][C:2]1[CH:7]=[CH:6][C:5]([C:8]([C:10]2[CH:15]=[CH:14][C:13]([OH:16])=[CH:12][CH:11]=2)=O)=[CH:4][C:3]=1[CH3:17].[C:18]1(=O)[CH2:23][CH2:22][CH2:21][CH2:20][CH2:19]1. The catalyst is C1COCC1.[Ti](Cl)(Cl)(Cl)Cl.[Zn]. The product is [Br:1][C:2]1[CH:7]=[CH:6][C:5]([C:8](=[C:18]2[CH2:23][CH2:22][CH2:21][CH2:20][CH2:19]2)[C:10]2[CH:15]=[CH:14][C:13]([OH:16])=[CH:12][CH:11]=2)=[CH:4][C:3]=1[CH3:17]. The yield is 0.850. (7) The reactants are [CH3:1][O:2][CH2:3][C:4]1[CH:5]=[CH:6][C:7]([O:40][C:41]([F:44])([F:43])[F:42])=[C:8]([CH:39]=1)[CH2:9][NH:10][C:11](=[O:38])[NH:12][C:13]1[N:17]([C:18]2[CH:23]=[CH:22][CH:21]=[CH:20][CH:19]=2)[N:16]=[C:15]([CH:24]2[CH2:29][CH2:28][N:27](C(OC(C)(C)C)=O)[CH2:26][CH2:25]2)[C:14]=1[CH3:37].C(O)(C(F)(F)F)=O. No catalyst specified. The product is [CH3:1][O:2][CH2:3][C:4]1[CH:5]=[CH:6][C:7]([O:40][C:41]([F:43])([F:44])[F:42])=[C:8]([CH:39]=1)[CH2:9][NH:10][C:11]([NH:12][C:13]1[N:17]([C:18]2[CH:23]=[CH:22][CH:21]=[CH:20][CH:19]=2)[N:16]=[C:15]([CH:24]2[CH2:25][CH2:26][NH:27][CH2:28][CH2:29]2)[C:14]=1[CH3:37])=[O:38]. The yield is 0.550. (8) The reactants are [NH2:1][C:2]1[CH:7]=[CH:6][C:5]([S:8][C:9]2[CH:17]=[CH:16][C:12]([C:13]([OH:15])=[O:14])=[CH:11][C:10]=2[N+:18]([O-:20])=[O:19])=[CH:4][CH:3]=1.C/C(/O[Si](C)(C)C)=N\[Si](C)(C)C.N1C=CC=CC=1.[CH:39]1[C:51]2[CH:50]([CH2:52][O:53][C:54](Cl)=[O:55])[C:49]3[C:44](=[CH:45][CH:46]=[CH:47][CH:48]=3)[C:43]=2[CH:42]=[CH:41][CH:40]=1.Cl. The catalyst is C(Cl)Cl.O. The product is [CH:39]1[C:51]2[CH:50]([CH2:52][O:53][C:54]([NH:1][C:2]3[CH:3]=[CH:4][C:5]([S:8][C:9]4[CH:17]=[CH:16][C:12]([C:13]([OH:15])=[O:14])=[CH:11][C:10]=4[N+:18]([O-:20])=[O:19])=[CH:6][CH:7]=3)=[O:55])[C:49]3[C:44](=[CH:45][CH:46]=[CH:47][CH:48]=3)[C:43]=2[CH:42]=[CH:41][CH:40]=1. The yield is 0.730. (9) The reactants are [Cl:1][C:2]1[CH:7]=[C:6]([CH3:8])[C:5]([N+:9]([O-:11])=[O:10])=[CH:4][C:3]=1[N+:12]([O-:14])=[O:13].C[C:16]([N:18]([CH3:20])[CH3:19])=O.O. The catalyst is CN(C=O)C. The product is [Cl:1][C:2]1[C:3]([N+:12]([O-:14])=[O:13])=[CH:4][C:5]([N+:9]([O-:11])=[O:10])=[C:6](/[CH:8]=[CH:16]/[N:18]([CH3:20])[CH3:19])[CH:7]=1. The yield is 0.720.